From a dataset of Full USPTO retrosynthesis dataset with 1.9M reactions from patents (1976-2016). Predict the reactants needed to synthesize the given product. (1) The reactants are: [C:1]([O:5][C:6](=[O:27])[NH:7][C:8]([C:10]1[S:11][C:12]([S:25][CH3:26])=[C:13]([S:15]([C:18]2[CH:23]=[CH:22][CH:21]=[C:20](Br)[CH:19]=2)(=[O:17])=[O:16])[CH:14]=1)=[NH:9])([CH3:4])([CH3:3])[CH3:2].[C:28]([O-:31])([O-])=[O:29].[Na+].[Na+].[C:34]1([CH3:40])[CH:39]=[CH:38][CH:37]=[CH:36][CH:35]=1.[CH3:41]CO. Given the product [CH3:41][O:31][C:28]([C:36]1[CH:37]=[CH:38][C:39]([C:20]2[CH:21]=[CH:22][CH:23]=[C:18]([S:15]([C:13]3[CH:14]=[C:10]([C:8]([NH:7][C:6]([O:5][C:1]([CH3:4])([CH3:3])[CH3:2])=[O:27])=[NH:9])[S:11][C:12]=3[S:25][CH3:26])(=[O:17])=[O:16])[CH:19]=2)=[C:34]([CH3:40])[CH:35]=1)=[O:29], predict the reactants needed to synthesize it. (2) Given the product [NH2:6][C@@H:7]([CH2:11][CH2:12][CH2:13][NH:14][C:15]([NH:17][S:18]([C:21]1[CH:26]=[CH:25][C:24]([CH3:27])=[CH:23][CH:22]=1)(=[O:20])=[O:19])=[NH:16])[C:8]([O:10][CH3:1])=[O:9], predict the reactants needed to synthesize it. The reactants are: [C:1](Cl)(=O)C.Cl.[NH2:6][C@@H:7]([CH2:11][CH2:12][CH2:13][NH:14][C:15]([NH:17][S:18]([C:21]1[CH:26]=[CH:25][C:24]([CH3:27])=[CH:23][CH:22]=1)(=[O:20])=[O:19])=[NH:16])[C:8]([OH:10])=[O:9]. (3) Given the product [Cl:11][C:12]1[CH:13]=[C:14]([C@H:18]2[C@@H:23]([C:24]3[CH:25]=[CH:26][C:27]([Cl:30])=[CH:28][CH:29]=3)[N:22]([CH2:31][CH:32]3[CH2:33][CH2:34]3)[C:42](=[O:41])[C:38]([CH3:39])([CH3:36])[S:19]2)[CH:15]=[CH:16][CH:17]=1, predict the reactants needed to synthesize it. The reactants are: C[Si]([N-][Si](C)(C)C)(C)C.[Li+].[Cl:11][C:12]1[CH:13]=[C:14]([C@H:18]2[C@@H:23]([C:24]3[CH:29]=[CH:28][C:27]([Cl:30])=[CH:26][CH:25]=3)[N:22]([CH2:31][CH:32]3[CH2:34][CH2:33]3)C(=O)C[S:19]2)[CH:15]=[CH:16][CH:17]=1.[CH3:36]I.[CH2:38]1[CH2:42][O:41]C[CH2:39]1. (4) The reactants are: [Cl:1][C:2]1[CH:7]=[CH:6][CH:5]=[CH:4][C:3]=1[CH2:8][CH2:9][N:10]1[CH:14]=[C:13]([C:15]2[CH:20]=[C:19]([C:21]([NH2:23])=O)[CH:18]=[CH:17][N:16]=2)[N:12]=[CH:11]1.N1C=CC=CC=1.C(OC(C(F)(F)F)=O)(C(F)(F)F)=O. Given the product [Cl:1][C:2]1[CH:7]=[CH:6][CH:5]=[CH:4][C:3]=1[CH2:8][CH2:9][N:10]1[CH:14]=[C:13]([C:15]2[CH:20]=[C:19]([C:21]#[N:23])[CH:18]=[CH:17][N:16]=2)[N:12]=[CH:11]1, predict the reactants needed to synthesize it. (5) Given the product [CH:1]1([N:6]2[C:11]3=[N:12][C:13]([NH:16][CH2:17][CH2:18][CH2:19][CH2:20][N:21]([CH2:22][CH3:23])[CH2:24][CH3:25])=[N:14][CH:15]=[C:10]3[CH2:9][N:8]([C:26]3[C:27]([F:37])=[C:28]([O:35][CH3:36])[CH:29]=[C:30]([OH:33])[C:31]=3[F:32])[C:7]2=[O:38])[CH2:5][CH2:4][CH2:3][CH2:2]1, predict the reactants needed to synthesize it. The reactants are: [CH:1]1([N:6]2[C:11]3=[N:12][C:13]([NH:16][CH2:17][CH2:18][CH2:19][CH2:20][N:21]([CH2:24][CH3:25])[CH2:22][CH3:23])=[N:14][CH:15]=[C:10]3[CH2:9][N:8]([C:26]3[C:31]([F:32])=[C:30]([O:33]C)[CH:29]=[C:28]([O:35][CH3:36])[C:27]=3[F:37])[C:7]2=[O:38])[CH2:5][CH2:4][CH2:3][CH2:2]1.ClCCl.O.Cl. (6) The reactants are: [CH3:1][O:2][C:3]1[CH:19]=[CH:18][C:6]([CH2:7][O:8][C:9]2[CH:10]=[C:11]([CH:15]=[CH:16][CH:17]=2)[C:12]([OH:14])=O)=[CH:5][CH:4]=1.S(Cl)(Cl)=O.[NH2:24][C:25]1[CH:30]=[CH:29][CH:28]=[CH:27][C:26]=1[S:31]([NH2:34])(=[O:33])=[O:32]. Given the product [CH3:1][O:2][C:3]1[CH:4]=[CH:5][C:6]([CH2:7][O:8][C:9]2[CH:10]=[C:11]([CH:15]=[CH:16][CH:17]=2)[C:12]([NH:24][C:25]2[CH:30]=[CH:29][CH:28]=[CH:27][C:26]=2[S:31](=[O:33])(=[O:32])[NH2:34])=[O:14])=[CH:18][CH:19]=1, predict the reactants needed to synthesize it.